This data is from Full USPTO retrosynthesis dataset with 1.9M reactions from patents (1976-2016). The task is: Predict the reactants needed to synthesize the given product. (1) Given the product [Cl:1][C:2]1[CH:7]=[CH:6][CH:5]=[CH:4][C:3]=1[S:8]([NH:11][C:12]1[C:17]([C:24]2[CH:25]=[CH:26][C:21]([CH2:20][OH:19])=[CH:22][CH:23]=2)=[N:16][CH:15]=[CH:14][N:13]=1)(=[O:10])=[O:9], predict the reactants needed to synthesize it. The reactants are: [Cl:1][C:2]1[CH:7]=[CH:6][CH:5]=[CH:4][C:3]=1[S:8]([NH:11][C:12]1[C:17](Cl)=[N:16][CH:15]=[CH:14][N:13]=1)(=[O:10])=[O:9].[OH:19][CH2:20][C:21]1[CH:26]=[CH:25][C:24](B(O)O)=[CH:23][CH:22]=1.C(=O)([O-])[O-].[K+].[K+].C1(P(C2C=CC=CC=2)C2C=CC=CC=2)C=CC=CC=1. (2) Given the product [CH:26]1([CH2:25][N:9]2[C:8]3[N:7]=[C:6]([CH2:5][C:4]4[CH:3]=[C:2]([NH:1][S:40]([C:34]5[C:35]([CH3:39])=[N:36][N:37]([CH3:38])[C:33]=5[Cl:32])(=[O:41])=[O:42])[CH:31]=[CH:30][CH:29]=4)[NH:14][C:13]=3[C:12](=[O:15])[N:11]([CH2:16][C:17]3[CH:22]=[CH:21][CH:20]=[CH:19][C:18]=3[F:23])[C:10]2=[O:24])[CH2:28][CH2:27]1, predict the reactants needed to synthesize it. The reactants are: [NH2:1][C:2]1[CH:3]=[C:4]([CH:29]=[CH:30][CH:31]=1)[CH2:5][C:6]1[NH:14][C:13]2[C:12](=[O:15])[N:11]([CH2:16][C:17]3[CH:22]=[CH:21][CH:20]=[CH:19][C:18]=3[F:23])[C:10](=[O:24])[N:9]([CH2:25][CH:26]3[CH2:28][CH2:27]3)[C:8]=2[N:7]=1.[Cl:32][C:33]1[N:37]([CH3:38])[N:36]=[C:35]([CH3:39])[C:34]=1[S:40](Cl)(=[O:42])=[O:41]. (3) Given the product [F:42][C:2]([F:1])([F:43])[C:3]([NH:5][C:6]1([C:11]2[CH:12]=[CH:13][C:14]([C:17]3[C:26]([C:27]4[CH:28]=[CH:29][CH:30]=[CH:31][CH:32]=4)=[CH:25][C:24]4[C:23]5=[N:33][N:34]=[C:35]([C:36]6[N:41]=[CH:40][CH:39]=[CH:38][N:37]=6)[N:22]5[CH:21]=[CH:20][C:19]=4[N:18]=3)=[CH:15][CH:16]=2)[CH2:9][CH:8]([OH:10])[CH2:7]1)=[O:4], predict the reactants needed to synthesize it. The reactants are: [F:1][C:2]([F:43])([F:42])[C:3]([NH:5][C:6]1([C:11]2[CH:16]=[CH:15][C:14]([C:17]3[C:26]([C:27]4[CH:32]=[CH:31][CH:30]=[CH:29][CH:28]=4)=[CH:25][C:24]4[C:23]5=[N:33][N:34]=[C:35]([C:36]6[N:41]=[CH:40][CH:39]=[CH:38][N:37]=6)[N:22]5[CH:21]=[CH:20][C:19]=4[N:18]=3)=[CH:13][CH:12]=2)[CH2:9][C:8](=[O:10])[CH2:7]1)=[O:4].[BH4-].[Na+]. (4) Given the product [NH:2]1[CH:6]=[CH:5][N:4]=[C:3]1[C:7]1[CH:8]=[CH:9][C:10]([CH3:23])=[C:11]([NH:13][C:14](=[O:22])[C:15]2[CH:20]=[CH:19][C:18]([NH:21][CH2:36][C:33]3[CH:32]=[CH:31][C:30]([N:27]4[CH2:28][CH2:29][O:24][CH2:25][CH2:26]4)=[CH:35][N:34]=3)=[CH:17][CH:16]=2)[CH:12]=1, predict the reactants needed to synthesize it. The reactants are: Cl.[NH:2]1[CH:6]=[CH:5][N:4]=[C:3]1[C:7]1[CH:8]=[CH:9][C:10]([CH3:23])=[C:11]([NH:13][C:14](=[O:22])[C:15]2[CH:20]=[CH:19][C:18]([NH2:21])=[CH:17][CH:16]=2)[CH:12]=1.[O:24]1[CH2:29][CH2:28][N:27]([C:30]2[CH:31]=[CH:32][C:33]([CH:36]=O)=[N:34][CH:35]=2)[CH2:26][CH2:25]1.C(O[BH-](OC(=O)C)OC(=O)C)(=O)C.[Na+].Cl. (5) Given the product [Cl:30][C:18]1[N:19]=[N:20][CH:21]=[C:16]([C:11]2[CH:12]=[CH:13][C:14]([F:15])=[C:9]([C:3]3[C:2]([F:1])=[CH:7][C:6]([F:8])=[CH:5][N:4]=3)[CH:10]=2)[CH:17]=1, predict the reactants needed to synthesize it. The reactants are: [F:1][C:2]1[C:3]([C:9]2[CH:10]=[C:11]([C:16]3[CH:21]=[N:20][NH:19][C:18](=O)[CH:17]=3)[CH:12]=[CH:13][C:14]=2[F:15])=[N:4][CH:5]=[C:6]([F:8])[CH:7]=1.C(=O)([O-])O.[Na+].P(Cl)(Cl)([Cl:30])=O. (6) Given the product [CH2:1]([N:3]1[C:7]([CH2:8][CH2:9][C:10]2[C:19]([CH3:20])=[N:18][C:17]3[C:12](=[CH:13][CH:14]=[CH:15][CH:16]=3)[N:11]=2)=[N:6][C:5]([N:21]2[CH2:22][CH2:23][CH2:24][CH2:25]2)=[N:4]1)[CH3:2], predict the reactants needed to synthesize it. The reactants are: [CH2:1]([N:3]1[C:7]([CH:8]=[CH:9][C:10]2[C:19]([CH3:20])=[N:18][C:17]3[C:12](=[CH:13][CH:14]=[CH:15][CH:16]=3)[N:11]=2)=[N:6][C:5]([N:21]2[CH2:25][CH2:24][CH2:23][CH2:22]2)=[N:4]1)[CH3:2].[H][H].